From a dataset of Full USPTO retrosynthesis dataset with 1.9M reactions from patents (1976-2016). Predict the reactants needed to synthesize the given product. (1) Given the product [O:32]=[C:27]1[NH:28][C:29](=[O:31])/[C:30](=[CH:1]/[C:3]2[CH:4]=[C:5]3[C:10](=[CH:11][CH:12]=2)[N:9]=[CH:8][CH:7]=[C:6]3[N:13]2[CH2:14][CH2:15][N:16]([C:19]([O:21][C:22]([CH3:24])([CH3:25])[CH3:23])=[O:20])[CH2:17][CH2:18]2)/[S:26]1, predict the reactants needed to synthesize it. The reactants are: [CH:1]([C:3]1[CH:4]=[C:5]2[C:10](=[CH:11][CH:12]=1)[N:9]=[CH:8][CH:7]=[C:6]2[N:13]1[CH2:18][CH2:17][N:16]([C:19]([O:21][C:22]([CH3:25])([CH3:24])[CH3:23])=[O:20])[CH2:15][CH2:14]1)=O.[S:26]1[CH2:30][C:29](=[O:31])[NH:28][C:27]1=[O:32].N1CCCCC1.C(O)(=O)C. (2) Given the product [F:19][C:13]([F:20])([C:9]1[CH:10]=[CH:11][CH:12]=[C:7]([CH2:6][CH2:5][OH:4])[CH:8]=1)[C:14]([OH:16])=[O:15], predict the reactants needed to synthesize it. The reactants are: C([O:4][CH2:5][CH2:6][C:7]1[CH:8]=[C:9]([C:13]([F:20])([F:19])[C:14]([O:16]CC)=[O:15])[CH:10]=[CH:11][CH:12]=1)(=O)C.O.[OH-].[Li+]. (3) Given the product [C:4]123[CH2:5][CH:6]4[CH2:12][CH:10]([CH2:9][CH:8]([CH2:7]4)[CH:13]1[NH:2][C:1](=[O:14])[O:3]2)[CH2:11]3, predict the reactants needed to synthesize it. The reactants are: [C:1](=[O:14])([O:3][C:4]12[CH2:13][CH:8]3[CH2:9][CH:10]([CH2:12][CH:6]([CH2:7]3)[CH2:5]1)[CH2:11]2)[NH2:2].IC1C=CC=C(CC([O-])=O)C=1CC([O-])=O.[O-2].[Mg+2]. (4) Given the product [CH:10]1[C:11]2[N:12]([CH2:26][CH2:27][CH2:28][CH2:29][CH2:30][CH2:31][OH:32])[C:13]3[C:5](=[CH:4][CH:3]=[CH:2][CH:1]=3)[C:6]=2[CH:7]=[CH:8][CH:9]=1, predict the reactants needed to synthesize it. The reactants are: [CH:1]1[C:13]2[NH:12][C:11]3[C:6](=[CH:7][CH:8]=[CH:9][CH:10]=3)[C:5]=2[CH:4]=[CH:3][CH:2]=1.CN(C)C=O.C(=O)([O-])[O-].[K+].[K+].Cl[CH2:26][CH2:27][CH2:28][CH2:29][CH2:30][CH2:31][OH:32]. (5) Given the product [Cl:11][C:8]1[CH:9]=[C:10]2[C:5](=[CH:6][CH:7]=1)[NH:4][C:3](=[O:12])[C:2]2([NH:21][C@@H:22]([C:28]1[CH:33]=[CH:32][CH:31]=[CH:30][CH:29]=1)[C:23]([N:25]([CH3:27])[CH3:26])=[O:24])[C:13]1[CH:18]=[CH:17][CH:16]=[CH:15][C:14]=1[O:19][CH3:20], predict the reactants needed to synthesize it. The reactants are: Cl[C:2]1([C:13]2[CH:18]=[CH:17][CH:16]=[CH:15][C:14]=2[O:19][CH3:20])[C:10]2[C:5](=[CH:6][CH:7]=[C:8]([Cl:11])[CH:9]=2)[NH:4][C:3]1=[O:12].[NH2:21][C@@H:22]([C:28]1[CH:33]=[CH:32][CH:31]=[CH:30][CH:29]=1)[C:23]([N:25]([CH3:27])[CH3:26])=[O:24]. (6) The reactants are: [C:1]1([CH:7]2[CH2:12][CH2:11][CH2:10][C:9](=[N:13]O)[CH2:8]2)[CH:6]=[CH:5][CH:4]=[CH:3][CH:2]=1.[H-].[Al+3].[Li+].[H-].[H-].[H-].O.[OH-].[Na+]. Given the product [C:1]1([CH:7]2[CH2:12][CH2:11][CH2:10][CH:9]([NH2:13])[CH2:8]2)[CH:6]=[CH:5][CH:4]=[CH:3][CH:2]=1, predict the reactants needed to synthesize it. (7) The reactants are: [CH3:1][CH2:2][C@@H:3]([C@H:5]1[NH:36][C:34](=[O:35])[C@H:33]([CH2:37][CH2:38][CH2:39][NH2:40])[NH:32][C:30](=[O:31])[C@H:29]([NH:41][C:42]([C@H:44]([NH:49][C:50]([C@@H:52]([NH:58][C:59]([C@H:61]([NH:66][C:67]([C@@H:69]2[N:73]=[C:72]([C@H:74]([NH2:79])[C@H:75]([CH2:77][CH3:78])[CH3:76])[S:71][CH2:70]2)=[O:68])[CH2:62][CH:63]([CH3:65])[CH3:64])=[O:60])[CH2:53][CH2:54][C:55]([OH:57])=[O:56])=[O:51])[C@H:45]([CH2:47][CH3:48])[CH3:46])=[O:43])[CH2:28][CH2:27][CH2:26][CH2:25][NH:24][C:22](=[O:23])[C@@H:21]([CH2:80][C:81]([NH2:83])=[O:82])[NH:20][C:18](=[O:19])[C@H:17]([CH2:84][C:85]([OH:87])=[O:86])[NH:16][C:14](=[O:15])[C@@H:13]([CH2:88][C:89]2[N:93]=[CH:92][NH:91][CH:90]=2)[NH:12][C:10](=[O:11])[C@H:9]([CH2:94][C:95]2[CH:96]=[CH:97][CH:98]=[CH:99][CH:100]=2)[NH:8][C:6]1=[O:7])[CH3:4].N[C@H](C(O)=O)[C@H](CC)C.N[C@H](C(N1CSC[C@H]1C(O)=O)=O)[C@H](CC)C.N[C@H](C(N1CSC[C@H]1C(N[C@H](C(O)=O)CC(C)C)=O)=O)[C@H](CC)C.N[C@H](C(N1CSC[C@H]1C(N[C@H](C(N[C@H](C(O)=O)CCC(=O)O)=O)CC(C)C)=O)=O)[C@H](CC)C.N1CSC[C@H]1C(N[C@H](C(O)=O)CC(C)C)=O.N1CSC[C@H]1C(N[C@H](C(N[C@H](C(O)=O)CCC(=O)O)=O)CC(C)C)=O. Given the product [CH3:1][CH2:2][C@@H:3]([C@@H:5]1[NH:36][C:34](=[O:35])[C@@H:33]([CH2:37][CH2:38][CH2:39][NH2:40])[NH:32][C:30](=[O:31])[C@@H:29]([NH:41][C:42]([C@@H:44]([NH:49][C:50]([C@H:52]([NH:58][C:59]([C@@H:61]([NH:66][C:67]([C@H:69]2[N:73]=[C:72]([C@@H:74]([NH2:79])[C@H:75]([CH2:77][CH3:78])[CH3:76])[S:71][CH2:70]2)=[O:68])[CH2:62][CH:63]([CH3:64])[CH3:65])=[O:60])[CH2:53][CH2:54][C:55]([OH:57])=[O:56])=[O:51])[C@H:45]([CH2:47][CH3:48])[CH3:46])=[O:43])[CH2:28][CH2:27][CH2:26][CH2:25][NH:24][C:22](=[O:23])[C@H:21]([CH2:80][C:81]([NH2:83])=[O:82])[NH:20][C:18](=[O:19])[C@@H:17]([CH2:84][C:85]([OH:87])=[O:86])[NH:16][C:14](=[O:15])[C@H:13]([CH2:88][C:89]2[NH:93][CH:92]=[N:91][CH:90]=2)[NH:12][C:10](=[O:11])[C@@H:9]([CH2:94][C:95]2[CH:96]=[CH:97][CH:98]=[CH:99][CH:100]=2)[NH:8][C:6]1=[O:7])[CH3:4], predict the reactants needed to synthesize it.